This data is from Full USPTO retrosynthesis dataset with 1.9M reactions from patents (1976-2016). The task is: Predict the reactants needed to synthesize the given product. (1) The reactants are: CC1(C)C(C)(C)OB([C:9]2[CH:17]=[C:16]([C:18]([F:21])([F:20])[F:19])[CH:15]=[C:14]3[C:10]=2[CH:11]=[N:12][NH:13]3)O1.Br[C:24]1[C:25]([O:32][CH3:33])=[N:26][C:27]([O:30][CH3:31])=[N:28][CH:29]=1.[C:34](=[O:37])([O-])[O-:35].[Na+].[Na+]. Given the product [C:34]([OH:35])([C:18]([F:21])([F:20])[F:19])=[O:37].[CH3:31][O:30][C:27]1[N:26]=[C:25]([O:32][CH3:33])[C:24]([C:9]2[CH:17]=[C:16]([C:18]([F:19])([F:20])[F:21])[CH:15]=[C:14]3[C:10]=2[CH:11]=[N:12][NH:13]3)=[CH:29][N:28]=1, predict the reactants needed to synthesize it. (2) Given the product [ClH:1].[Cl:1][C:2]1[CH:22]=[CH:21][C:5]([O:6][CH:7]2[CH2:12][CH2:11][NH:10][CH:9]([CH3:20])[CH2:8]2)=[CH:4][CH:3]=1, predict the reactants needed to synthesize it. The reactants are: [Cl:1][C:2]1[CH:22]=[CH:21][C:5]([O:6][CH:7]2[CH2:12][CH2:11][N:10](C(OC(C)(C)C)=O)[CH:9]([CH3:20])[CH2:8]2)=[CH:4][CH:3]=1.Cl. (3) Given the product [N:1]1([CH2:6][C:7]([N:17]2[CH2:18][C@H:14]([CH2:13][C:12]3[CH:36]=[CH:37][C:38]([F:40])=[CH:39][C:11]=3[F:10])[CH2:15][C@H:16]2[C:19]([NH:21][C:22]2[CH:27]=[CH:26][C:25]([O:28][C:29]3[CH:30]=[CH:31][C:32]([F:35])=[CH:33][CH:34]=3)=[CH:24][CH:23]=2)=[O:20])=[O:9])[CH:5]=[CH:4][N:3]=[N:2]1, predict the reactants needed to synthesize it. The reactants are: [N:1]1([CH2:6][C:7]([OH:9])=O)[CH:5]=[CH:4][N:3]=[N:2]1.[F:10][C:11]1[CH:39]=[C:38]([F:40])[CH:37]=[CH:36][C:12]=1[CH2:13][C@H:14]1[CH2:18][NH:17][C@H:16]([C:19]([NH:21][C:22]2[CH:27]=[CH:26][C:25]([O:28][C:29]3[CH:34]=[CH:33][C:32]([F:35])=[CH:31][CH:30]=3)=[CH:24][CH:23]=2)=[O:20])[CH2:15]1. (4) Given the product [ClH:1].[CH2:2]([O:9][C:10]1[C:11]([NH:17][C:18]2[S:19][CH:20]=[C:21]([CH3:23])[N:22]=2)=[N:12][CH:13]=[C:14]([S:36][C:32]2[S:31][CH:35]=[CH:34][CH:33]=2)[CH:15]=1)[C:3]1[CH:8]=[CH:7][CH:6]=[CH:5][CH:4]=1, predict the reactants needed to synthesize it. The reactants are: [ClH:1].[CH2:2]([O:9][C:10]1[C:11]([NH:17][C:18]2[S:19][CH:20]=[C:21]([CH3:23])[N:22]=2)=[N:12][CH:13]=[C:14](Br)[CH:15]=1)[C:3]1[CH:8]=[CH:7][CH:6]=[CH:5][CH:4]=1.[Li]C.C([Li])CCC.[S:31]1[CH:35]=[CH:34][CH:33]=[C:32]1[S:36][S:36][C:32]1[S:31][CH:35]=[CH:34][CH:33]=1.